Dataset: Full USPTO retrosynthesis dataset with 1.9M reactions from patents (1976-2016). Task: Predict the reactants needed to synthesize the given product. Given the product [F:15][C:16]1[CH:17]=[CH:18][C:19]([CH2:20][CH:21]2[CH2:22][CH2:23][N:24]([CH2:2][C:3]([NH:5][C:6]3[CH:14]=[CH:13][C:9]4[NH:10][CH:11]=[N:12][C:8]=4[CH:7]=3)=[O:4])[CH2:25][CH2:26]2)=[CH:27][CH:28]=1, predict the reactants needed to synthesize it. The reactants are: Cl[CH2:2][C:3]([NH:5][C:6]1[CH:14]=[CH:13][C:9]2[NH:10][CH:11]=[N:12][C:8]=2[CH:7]=1)=[O:4].[F:15][C:16]1[CH:28]=[CH:27][C:19]([CH2:20][CH:21]2[CH2:26][CH2:25][NH:24][CH2:23][CH2:22]2)=[CH:18][CH:17]=1.